Dataset: NCI-60 drug combinations with 297,098 pairs across 59 cell lines. Task: Regression. Given two drug SMILES strings and cell line genomic features, predict the synergy score measuring deviation from expected non-interaction effect. (1) Drug 1: C1=NC2=C(N=C(N=C2N1C3C(C(C(O3)CO)O)F)Cl)N. Drug 2: C1C(C(OC1N2C=NC(=NC2=O)N)CO)O. Cell line: SNB-75. Synergy scores: CSS=2.63, Synergy_ZIP=0.120, Synergy_Bliss=1.10, Synergy_Loewe=-3.12, Synergy_HSA=-2.21. (2) Drug 2: CCN(CC)CCCC(C)NC1=C2C=C(C=CC2=NC3=C1C=CC(=C3)Cl)OC. Synergy scores: CSS=15.6, Synergy_ZIP=4.46, Synergy_Bliss=11.1, Synergy_Loewe=9.86, Synergy_HSA=9.88. Cell line: UACC-257. Drug 1: CNC(=O)C1=CC=CC=C1SC2=CC3=C(C=C2)C(=NN3)C=CC4=CC=CC=N4. (3) Synergy scores: CSS=8.77, Synergy_ZIP=-4.15, Synergy_Bliss=0.103, Synergy_Loewe=-3.86, Synergy_HSA=-0.0335. Drug 2: C1CCC(C(C1)N)N.C(=O)(C(=O)[O-])[O-].[Pt+4]. Cell line: IGROV1. Drug 1: C1C(C(OC1N2C=NC3=C(N=C(N=C32)Cl)N)CO)O. (4) Drug 2: CC(C)CN1C=NC2=C1C3=CC=CC=C3N=C2N. Drug 1: CC=C1C(=O)NC(C(=O)OC2CC(=O)NC(C(=O)NC(CSSCCC=C2)C(=O)N1)C(C)C)C(C)C. Cell line: DU-145. Synergy scores: CSS=58.5, Synergy_ZIP=-2.46, Synergy_Bliss=-6.22, Synergy_Loewe=-29.3, Synergy_HSA=-5.47. (5) Cell line: IGROV1. Drug 1: C1CC(C1)(C(=O)O)C(=O)O.[NH2-].[NH2-].[Pt+2]. Synergy scores: CSS=30.6, Synergy_ZIP=-9.61, Synergy_Bliss=-3.77, Synergy_Loewe=-0.472, Synergy_HSA=1.66. Drug 2: C1CCC(C(C1)N)N.C(=O)(C(=O)[O-])[O-].[Pt+4]. (6) Drug 2: CCCS(=O)(=O)NC1=C(C(=C(C=C1)F)C(=O)C2=CNC3=C2C=C(C=N3)C4=CC=C(C=C4)Cl)F. Cell line: MDA-MB-231. Drug 1: CC1OCC2C(O1)C(C(C(O2)OC3C4COC(=O)C4C(C5=CC6=C(C=C35)OCO6)C7=CC(=C(C(=C7)OC)O)OC)O)O. Synergy scores: CSS=14.8, Synergy_ZIP=-5.60, Synergy_Bliss=-2.80, Synergy_Loewe=-13.9, Synergy_HSA=-4.50.